From a dataset of Catalyst prediction with 721,799 reactions and 888 catalyst types from USPTO. Predict which catalyst facilitates the given reaction. (1) Reactant: Cl.[NH2:2]O.C[O-].[Na+].[C:7]([N:15]=[C:16](OCC)[CH3:17])(=[O:14])[C:8]1[CH:13]=[CH:12][CH:11]=[CH:10][CH:9]=1.O. Product: [CH3:17][C:16]1[N:15]=[C:7]([C:8]2[CH:13]=[CH:12][CH:11]=[CH:10][CH:9]=2)[O:14][N:2]=1. The catalyst class is: 5. (2) Reactant: [OH:1][C:2]1[N:7]2[CH:8]=[CH:9][N:10]=[C:6]2[CH:5]=[C:4]([C:11]2[CH:16]=[CH:15][C:14]([CH:17]3[CH2:22][CH2:21][N:20](C(OC(C)(C)C)=O)[CH2:19][CH2:18]3)=[CH:13][CH:12]=2)[N:3]=1.FC(F)(F)C(O)=O. The catalyst class is: 4. Product: [NH:20]1[CH2:19][CH2:18][CH:17]([C:14]2[CH:13]=[CH:12][C:11]([C:4]3[N:3]=[C:2]([OH:1])[N:7]4[CH:8]=[CH:9][N:10]=[C:6]4[CH:5]=3)=[CH:16][CH:15]=2)[CH2:22][CH2:21]1. (3) Reactant: [Br:1][C:2]1[CH:3]=[CH:4][C:5](F)=[C:6]([CH:9]=1)[CH:7]=[O:8].C([O-])([O-])=O.[K+].[K+].[OH:17][C:18]1[CH:27]=[CH:26][C:21]([C:22]([O:24][CH3:25])=[O:23])=[CH:20][CH:19]=1. Product: [CH3:25][O:24][C:22](=[O:23])[C:21]1[CH:26]=[CH:27][C:18]([O:17][C:5]2[CH:4]=[CH:3][C:2]([Br:1])=[CH:9][C:6]=2[CH:7]=[O:8])=[CH:19][CH:20]=1. The catalyst class is: 675.